From a dataset of hERG Central: cardiac toxicity at 1µM, 10µM, and general inhibition. Predict hERG channel inhibition at various concentrations. (1) The drug is COc1cc(C(=O)N/N=C/c2ccc(OC)c(CN3CCN(c4ccc(F)cc4)CC3)c2)ccc1O. Results: hERG_inhib (hERG inhibition (general)): blocker. (2) The drug is CCCCN(CC)CCCNC(=O)c1cc2cc3ccc(OC)cc3nc2o1. Results: hERG_inhib (hERG inhibition (general)): blocker. (3) The compound is O=C(C1CCN(Cc2nc(-c3ccc(Cl)cc3)no2)CC1)N1CCOCC1. Results: hERG_inhib (hERG inhibition (general)): blocker. (4) Results: hERG_inhib (hERG inhibition (general)): blocker. The molecule is O=C(CSc1nc2ccccc2c(=O)n1CCCN1CCOCC1)c1c[nH]c2ccccc12. (5) The compound is CCOC(=O)C1(CCCc2ccccc2)CCN(CCCn2cccn2)CC1. Results: hERG_inhib (hERG inhibition (general)): blocker.